This data is from Reaction yield outcomes from USPTO patents with 853,638 reactions. The task is: Predict the reaction yield, written as a fraction of the theoretical maximum amount of product (1.0 means a 100% yield; for example, 0.34 means a 34% yield). (1) The reactants are [C:1]([CH:5]1[CH2:14][CH2:13][C:12]2[N:11]=[C:10]3[S:15][C:16]([C:18]#[N:19])=[CH:17][C:9]3=[CH:8][C:7]=2[CH2:6]1)([CH3:4])([CH3:3])[CH3:2].[NH4+:20].[Cl-]. The catalyst is N.CO.C(Cl)Cl. The product is [C:1]([CH:5]1[CH2:14][CH2:13][C:12]2[N:11]=[C:10]3[S:15][C:16]([C:18]([NH2:20])=[NH:19])=[CH:17][C:9]3=[CH:8][C:7]=2[CH2:6]1)([CH3:4])([CH3:2])[CH3:3]. The yield is 0.880. (2) The reactants are [NH:1]1[C:9]2[C:4](=[CH:5][CH:6]=[CH:7][CH:8]=2)[CH2:3][C:2]1=[O:10].C([Li])CCC.CN(C)CCN(C)C.I[CH2:25][CH2:26][CH2:27][CH2:28][CH2:29]I.[Cl-].[NH4+]. The catalyst is O1CCCC1.CCOC(C)=O. The product is [NH:1]1[C:9]2[C:4](=[CH:5][CH:6]=[CH:7][CH:8]=2)[C:3]2([CH2:29][CH2:28][CH2:27][CH2:26][CH2:25]2)[C:2]1=[O:10]. The yield is 0.696. (3) The reactants are C[O:2][C:3](=O)[C:4]1[CH:9]=[CH:8][CH:7]=[C:6]([CH2:10][NH:11][C:12]2[CH:13]=[N:14][CH:15]=[C:16]([C:18]3[CH:23]=[CH:22][CH:21]=[C:20]([OH:24])[CH:19]=3)[CH:17]=2)[CH:5]=1.[NH3:26]. No catalyst specified. The product is [OH:24][C:20]1[CH:19]=[C:18]([C:16]2[CH:17]=[C:12]([NH:11][CH2:10][C:6]3[CH:5]=[C:4]([CH:9]=[CH:8][CH:7]=3)[C:3]([NH2:26])=[O:2])[CH:13]=[N:14][CH:15]=2)[CH:23]=[CH:22][CH:21]=1. The yield is 0.400. (4) The product is [Cl:22][C:18]1[CH:17]=[C:16]([CH:21]=[CH:20][CH:19]=1)[CH2:15][C:13]1[CH:14]=[C:10]([CH2:9][OH:8])[S:11][C:12]=1[CH3:23]. The reactants are C([Si]([O:8][CH2:9][C:10]1[S:11][C:12]([CH3:23])=[C:13]([CH2:15][C:16]2[CH:21]=[CH:20][CH:19]=[C:18]([Cl:22])[CH:17]=2)[CH:14]=1)(C)C)(C)(C)C.Cl.C([O-])(O)=O.[Na+]. The yield is 0.780. The catalyst is CCO. (5) The reactants are [CH3:1][O:2][C:3]1[CH:12]=[C:11]([O:13][CH3:14])[CH:10]=[C:9]2[C:4]=1[C:5](=[O:33])[NH:6][C:7]([C:15]1[N:20]=[C:19]([N:21]3[CH2:26][CH2:25][N:24]([CH2:27][CH2:28][C:29]([O:31]C)=[O:30])[CH2:23][CH2:22]3)[CH:18]=[CH:17][CH:16]=1)=[N:8]2.[OH-].[Li+]. The catalyst is C1COCC1.O.CO. The product is [CH3:1][O:2][C:3]1[CH:12]=[C:11]([O:13][CH3:14])[CH:10]=[C:9]2[C:4]=1[C:5](=[O:33])[NH:6][C:7]([C:15]1[N:20]=[C:19]([N:21]3[CH2:22][CH2:23][N:24]([CH2:27][CH2:28][C:29]([OH:31])=[O:30])[CH2:25][CH2:26]3)[CH:18]=[CH:17][CH:16]=1)=[N:8]2. The yield is 0.830. (6) The reactants are Br[CH2:2][C:3]([C:5]1[CH:10]=[CH:9][C:8]([O:11][CH2:12][CH3:13])=[CH:7][CH:6]=1)=[O:4].[CH3:14][CH:15](C)[CH2:16]N(C=CC)CC(C)C.CC(N(C)C)=O.[OH:32][CH2:33][C:34]([CH3:38])([CH2:36][OH:37])[CH3:35]. The catalyst is O. The product is [CH3:35][C:34]1([CH3:38])[CH2:36][O:37][CH:14]([CH:15]([CH3:16])[CH2:2][C:3]([C:5]2[CH:10]=[CH:9][C:8]([O:11][CH2:12][CH3:13])=[CH:7][CH:6]=2)=[O:4])[O:32][CH2:33]1. The yield is 0.740.